From a dataset of Forward reaction prediction with 1.9M reactions from USPTO patents (1976-2016). Predict the product of the given reaction. (1) The product is: [N+:18]([C:21]1[CH:26]=[CH:25][CH:24]=[CH:23][C:22]=1[C:4]1[CH2:5][C:6]([CH3:8])([CH3:7])[C:2]([CH3:17])([CH3:1])[CH:3]=1)([O-:20])=[O:19]. Given the reactants [CH3:1][C:2]1([CH3:17])[C:6]([CH3:8])([CH3:7])[CH2:5][C:4](OS(C(F)(F)F)(=O)=O)=[CH:3]1.[N+:18]([C:21]1[CH:26]=[CH:25][CH:24]=[CH:23][C:22]=1B(O)O)([O-:20])=[O:19].C(=O)([O-])[O-].[Na+].[Na+].C1(C)C=CC=CC=1, predict the reaction product. (2) Given the reactants Cl.[F:2][CH:3]([F:25])[CH2:4][NH:5][C:6](=[O:24])[C:7]1[CH:12]=[CH:11][C:10]([C:13]2[CH:14]=[CH:15][C:16]3[O:22][CH2:21][CH2:20][NH:19][CH2:18][C:17]=3[CH:23]=2)=[CH:9][CH:8]=1.CCN(C(C)C)C(C)C.[F:35][C:36]1[CH:37]=[C:38]([CH:42]2[CH2:47][C:46](=[O:48])[CH2:45][CH2:44][N:43]2[C:49](Cl)=[O:50])[CH:39]=[CH:40][CH:41]=1, predict the reaction product. The product is: [F:25][CH:3]([F:2])[CH2:4][NH:5][C:6](=[O:24])[C:7]1[CH:8]=[CH:9][C:10]([C:13]2[CH:14]=[CH:15][C:16]3[O:22][CH2:21][CH2:20][N:19]([C:49]([N:43]4[CH2:44][CH2:45][C:46](=[O:48])[CH2:47][CH:42]4[C:38]4[CH:39]=[CH:40][CH:41]=[C:36]([F:35])[CH:37]=4)=[O:50])[CH2:18][C:17]=3[CH:23]=2)=[CH:11][CH:12]=1. (3) Given the reactants [CH3:1][O:2][C:3]1[CH:4]=[C:5]2[C:10](=[CH:11][C:12]=1[O:13][CH3:14])[N:9]=[CH:8][CH:7]=[C:6]2[O:15][C:16]1[CH:22]=[CH:21][C:19]([NH2:20])=[C:18]([CH3:23])[C:17]=1[CH3:24].C1(C)C=CC=CC=1.C(N(CC)CC)C.Cl[C:40](Cl)([O:42]C(=O)OC(Cl)(Cl)Cl)Cl.[F:51][C:52]1[CH:53]=[C:54]([CH:58]=[CH:59][CH:60]=1)[CH:55]([OH:57])[CH3:56], predict the reaction product. The product is: [CH3:1][O:2][C:3]1[CH:4]=[C:5]2[C:10](=[CH:11][C:12]=1[O:13][CH3:14])[N:9]=[CH:8][CH:7]=[C:6]2[O:15][C:16]1[CH:22]=[CH:21][C:19]([NH:20][C:40](=[O:42])[O:57][CH:55]([C:54]2[CH:58]=[CH:59][CH:60]=[C:52]([F:51])[CH:53]=2)[CH3:56])=[C:18]([CH3:23])[C:17]=1[CH3:24]. (4) Given the reactants [Br:1][C:2]1[CH:3]=[C:4]([C@H:8]([NH:23][CH3:24])[CH2:9][N:10]2[CH2:14][CH2:13][C@H:12]([O:15][Si:16]([C:19]([CH3:22])([CH3:21])[CH3:20])([CH3:18])[CH3:17])[CH2:11]2)[CH:5]=[CH:6][CH:7]=1.C(=O)([O-])[O-].[K+].[K+].[C:31](Cl)([O:33][CH2:34][C:35]1[CH:40]=[CH:39][CH:38]=[CH:37][CH:36]=1)=[O:32], predict the reaction product. The product is: [CH2:34]([O:33][C:31](=[O:32])[N:23]([C@@H:8]([C:4]1[CH:5]=[CH:6][CH:7]=[C:2]([Br:1])[CH:3]=1)[CH2:9][N:10]1[CH2:14][CH2:13][C@H:12]([O:15][Si:16]([C:19]([CH3:22])([CH3:21])[CH3:20])([CH3:17])[CH3:18])[CH2:11]1)[CH3:24])[C:35]1[CH:40]=[CH:39][CH:38]=[CH:37][CH:36]=1. (5) The product is: [Cl:12][C:13]1[C:14]([F:23])=[C:15]([C:16](=[O:17])[CH:2]=[CH2:9])[C:18]([O:21][CH3:22])=[CH:19][CH:20]=1. Given the reactants Cl[C:2]1C(F)=C(C(F)=C[CH:9]=1)C=O.[Cl:12][C:13]1[C:14]([F:23])=[C:15]([C:18]([O:21][CH3:22])=[CH:19][CH:20]=1)[CH:16]=[O:17], predict the reaction product.